From a dataset of Full USPTO retrosynthesis dataset with 1.9M reactions from patents (1976-2016). Predict the reactants needed to synthesize the given product. (1) Given the product [CH3:19][O:20][C:21]1[CH:26]=[CH:25][C:24]([NH:27][C:2]2[C:7]([N+:8]([O-:10])=[O:9])=[CH:6][CH:5]=[C:4]([Cl:11])[N:3]=2)=[CH:23][CH:22]=1, predict the reactants needed to synthesize it. The reactants are: Cl[C:2]1[C:7]([N+:8]([O-:10])=[O:9])=[CH:6][CH:5]=[C:4]([Cl:11])[N:3]=1.C(N(CC)CC)C.[CH3:19][O:20][C:21]1[CH:26]=[CH:25][C:24]([NH2:27])=[CH:23][CH:22]=1. (2) Given the product [Br:18][CH2:17][C:14]1[CH:15]=[CH:16][C:7]2[CH:6]=[CH:5][C:4]3[N:3]=[C:2]([CH3:1])[NH:11][C:10](=[O:12])[C:9]=3[C:8]=2[CH:13]=1, predict the reactants needed to synthesize it. The reactants are: [CH3:1][C:2]1[NH:11][C:10](=[O:12])[C:9]2[C:8]3[CH:13]=[C:14]([CH3:17])[CH:15]=[CH:16][C:7]=3[CH:6]=[CH:5][C:4]=2[N:3]=1.[Br:18]N1C(=O)CCC1=O. (3) Given the product [CH2:1]([O:12][C:11](=[O:13])[C:10]1[CH:14]=[C:6]([Br:5])[C:7]([O:16][CH2:23][C:24]2[CH:29]=[CH:28][CH:27]=[CH:26][CH:25]=2)=[CH:8][C:9]=1[O:15][CH2:23][C:24]1[CH:29]=[CH:28][CH:27]=[CH:26][CH:25]=1)[C:2]1[CH:4]=[CH:10][CH:14]=[CH:6][CH:7]=1, predict the reactants needed to synthesize it. The reactants are: [CH3:1][C:2]([CH3:4])=O.[Br:5][C:6]1[C:7]([OH:16])=[CH:8][C:9]([OH:15])=[C:10]([CH:14]=1)[C:11]([OH:13])=[O:12].C(=O)([O-])[O-].[K+].[K+].[CH2:23](Br)[C:24]1[CH:29]=[CH:28][CH:27]=[CH:26][CH:25]=1. (4) Given the product [CH:16]1([CH2:19][N:20]([CH2:4][C:5]2[NH:6][C:7](=[O:15])[C:8]3[CH2:14][O:13][CH2:12][CH2:11][C:9]=3[N:10]=2)[C:21](=[O:27])[O:22][C:23]([CH3:25])([CH3:24])[CH3:26])[CH2:17][CH2:18]1, predict the reactants needed to synthesize it. The reactants are: [H-].[Na+].Cl[CH2:4][C:5]1[NH:6][C:7](=[O:15])[C:8]2[CH2:14][O:13][CH2:12][CH2:11][C:9]=2[N:10]=1.[CH:16]1([CH2:19][NH:20][C:21](=[O:27])[O:22][C:23]([CH3:26])([CH3:25])[CH3:24])[CH2:18][CH2:17]1.O. (5) Given the product [CH3:26][CH2:25][CH2:24][CH:23]([CH3:28])[CH3:22].[CH3:31][CH2:32][O:33][C:34]([CH3:30])=[O:1].[F:29][C:24]1[CH:25]=[CH:26][CH:27]=[CH:28][C:23]=1[CH2:22][N:19]1[C:14]2[N:15]=[C:16]([NH2:18])[N:17]=[C:12]([C:5]3[O:1][CH:2]=[N:3][CH:4]=3)[C:13]=2[N:21]=[N:20]1, predict the reactants needed to synthesize it. The reactants are: [O:1]1[CH:5]=[CH:4][N:3]=[CH:2]1.[Li]CCCC.Cl[C:12]1[C:13]2[N:21]=[N:20][N:19]([CH2:22][C:23]3[CH:28]=[CH:27][CH:26]=[CH:25][C:24]=3[F:29])[C:14]=2[N:15]=[C:16]([NH2:18])[N:17]=1.[CH2:30]1[CH2:34][O:33][CH2:32][CH2:31]1. (6) Given the product [C:19]1([S:16]([C:11]2[C:10]3[C:14](=[CH:15][C:7]([O:6][CH2:5][CH2:4][NH2:1])=[CH:8][CH:9]=3)[NH:13][N:12]=2)(=[O:17])=[O:18])[C:28]2[C:23](=[CH:24][CH:25]=[CH:26][CH:27]=2)[CH:22]=[CH:21][CH:20]=1.[ClH:31], predict the reactants needed to synthesize it. The reactants are: [N:1]([CH2:4][CH2:5][O:6][C:7]1[CH:15]=[C:14]2[C:10]([C:11]([S:16]([C:19]3[C:28]4[C:23](=[CH:24][CH:25]=[CH:26][CH:27]=4)[CH:22]=[CH:21][CH:20]=3)(=[O:18])=[O:17])=[N:12][NH:13]2)=[CH:9][CH:8]=1)=[N+]=[N-].CO.[ClH:31].CCOCC. (7) Given the product [O-:1][N+:2]1[C:7]2[CH:8]=[CH:9][CH:10]=[CH:11][C:6]=2[N+:5]([O-:12])=[C:4]([NH:13][CH2:14][CH2:15][CH2:16][C:17]([OH:19])=[O:18])[N:3]=1, predict the reactants needed to synthesize it. The reactants are: [O-:1][N+:2]1[C:7]2[CH:8]=[CH:9][CH:10]=[CH:11][C:6]=2[N+:5]([O-:12])=[C:4]([NH:13][CH2:14][CH2:15][CH2:16][C:17]([O:19]C)=[O:18])[N:3]=1.[OH-].[Na+].Cl.